This data is from Reaction yield outcomes from USPTO patents with 853,638 reactions. The task is: Predict the reaction yield, written as a fraction of the theoretical maximum amount of product (1.0 means a 100% yield; for example, 0.34 means a 34% yield). (1) The reactants are COC1C=CC(C[N:8]2[C:14]3[C:15]4[C:20]([CH:21]=[CH:22][C:13]=3[C:12]([C:23]3[CH:28]=[CH:27][C:26]([N:29]5[C:33]([CH2:34][CH2:35][C:36]6[CH:41]=[CH:40][CH:39]=[CH:38][N:37]=6)=[N:32][N:31]=[N:30]5)=[CH:25][CH:24]=3)=[N:11][CH2:10][C:9]2=[O:42])=[CH:19][CH:18]=[CH:17][CH:16]=4)=CC=1.[Cl-].[Al+3].[Cl-].[Cl-].C(=O)([O-])O.[Na+]. The catalyst is C1(OC)C=CC=CC=1. The product is [N:37]1[CH:38]=[CH:39][CH:40]=[CH:41][C:36]=1[CH2:35][CH2:34][C:33]1[N:29]([C:26]2[CH:25]=[CH:24][C:23]([C:12]3[C:13]4[CH:22]=[CH:21][C:20]5[C:15](=[CH:16][CH:17]=[CH:18][CH:19]=5)[C:14]=4[NH:8][C:9](=[O:42])[CH2:10][N:11]=3)=[CH:28][CH:27]=2)[N:30]=[N:31][N:32]=1. The yield is 0.760. (2) The reactants are [NH2:1][C:2]1[N:7]=[CH:6][C:5]([N+:8]([O-:10])=[O:9])=[CH:4][N:3]=1.[C:11](OC(=O)C)(=[O:13])[CH3:12]. No catalyst specified. The product is [N+:8]([C:5]1[CH:4]=[N:3][C:2]([NH:1][C:11](=[O:13])[CH3:12])=[N:7][CH:6]=1)([O-:10])=[O:9]. The yield is 0.580. (3) The reactants are [NH2:1][C:2]1[CH:7]=[CH:6][C:5](Br)=[CH:4][C:3]=1/[CH:9]=[CH:10]/[C:11]#[N:12].CC1(C)C2C(=C(P(C3C=CC=CC=3)C3C=CC=CC=3)C=CC=2)OC2C(P(C3C=CC=CC=3)C3C=CC=CC=3)=CC=CC1=2.CCN(C(C)C)C(C)C.[CH2:64]([SH:71])[C:65]1[CH:70]=[CH:69][CH:68]=[CH:67][CH:66]=1. The catalyst is O1CCOCC1.C1C=CC(/C=C/C(/C=C/C2C=CC=CC=2)=O)=CC=1.C1C=CC(/C=C/C(/C=C/C2C=CC=CC=2)=O)=CC=1.C1C=CC(/C=C/C(/C=C/C2C=CC=CC=2)=O)=CC=1.[Pd].[Pd].O. The product is [NH2:1][C:2]1[CH:7]=[CH:6][C:5]([S:71][CH2:64][C:65]2[CH:70]=[CH:69][CH:68]=[CH:67][CH:66]=2)=[CH:4][C:3]=1/[CH:9]=[CH:10]/[C:11]#[N:12]. The yield is 0.820.